Predict the reactants needed to synthesize the given product. From a dataset of Full USPTO retrosynthesis dataset with 1.9M reactions from patents (1976-2016). The reactants are: [CH3:1][O:2][C:3]([C:5]1[CH:6]=[C:7]2[C:12](=[CH:13][CH:14]=1)[NH:11][CH:10]([C:15]1[CH:16]=[C:17]([CH:21]=[CH:22][CH:23]=1)[C:18](O)=[O:19])[C:9]([CH3:25])([CH3:24])[CH2:8]2)=[O:4].O[N:27]1[C:31]2[CH:32]=[CH:33][CH:33]=[CH:32][C:31]=2[N:27]=N1.CN(C)CCCN=C=NCC.Cl.CN1CCOCC1.C1(N)CC1. Given the product [CH:31]1([NH:27][C:18]([C:17]2[CH:16]=[C:15]([CH:10]3[C:9]([CH3:24])([CH3:25])[CH2:8][C:7]4[C:12](=[CH:13][CH:14]=[C:5]([C:3]([O:2][CH3:1])=[O:4])[CH:6]=4)[NH:11]3)[CH:23]=[CH:22][CH:21]=2)=[O:19])[CH2:32][CH2:33]1, predict the reactants needed to synthesize it.